From a dataset of Catalyst prediction with 721,799 reactions and 888 catalyst types from USPTO. Predict which catalyst facilitates the given reaction. (1) Reactant: [CH3:1][O:2][C:3]1[CH:4]=[C:5](B(O)O)[CH:6]=[CH:7][CH:8]=1.[N:12]12[CH2:19][CH2:18][CH:15]([CH2:16][CH2:17]1)[C@@H:14]([NH:20][C:21]([C:23]1[O:24][C:25]3[CH:31]=[C:30](Br)[CH:29]=[CH:28][C:26]=3[CH:27]=1)=[O:22])[CH2:13]2.[OH-].[Na+]. Product: [N:12]12[CH2:19][CH2:18][CH:15]([CH2:16][CH2:17]1)[C@@H:14]([NH:20][C:21]([C:23]1[O:24][C:25]3[CH:31]=[C:30]([C:7]4[CH:6]=[CH:5][CH:4]=[C:3]([O:2][CH3:1])[CH:8]=4)[CH:29]=[CH:28][C:26]=3[CH:27]=1)=[O:22])[CH2:13]2. The catalyst class is: 431. (2) Reactant: [C:1]([O:5][C:6](=[O:31])[C:7]1[CH:12]=[CH:11][C:10]([C:13](=O)[CH2:14][C:15]([C:21]2[CH:26]=[C:25]([Cl:27])[CH:24]=[C:23]([Cl:28])[CH:22]=2)([SH:20])[C:16]([F:19])([F:18])[F:17])=[CH:9][C:8]=1[CH3:30])([CH3:4])([CH3:3])[CH3:2].[NH2:32]OS(O)(=O)=O.[OH-].[K+]. Product: [C:1]([O:5][C:6](=[O:31])[C:7]1[CH:12]=[CH:11][C:10]([C:13]2[CH2:14][C:15]([C:21]3[CH:26]=[C:25]([Cl:27])[CH:24]=[C:23]([Cl:28])[CH:22]=3)([C:16]([F:19])([F:18])[F:17])[S:20][N:32]=2)=[CH:9][C:8]=1[CH3:30])([CH3:4])([CH3:3])[CH3:2]. The catalyst class is: 7.